This data is from NCI-60 drug combinations with 297,098 pairs across 59 cell lines. The task is: Regression. Given two drug SMILES strings and cell line genomic features, predict the synergy score measuring deviation from expected non-interaction effect. (1) Drug 1: C(CC(=O)O)C(=O)CN.Cl. Drug 2: C1=NNC2=C1C(=O)NC=N2. Cell line: SNB-75. Synergy scores: CSS=15.6, Synergy_ZIP=-0.465, Synergy_Bliss=1.11, Synergy_Loewe=-0.477, Synergy_HSA=-0.276. (2) Drug 1: CS(=O)(=O)C1=CC(=C(C=C1)C(=O)NC2=CC(=C(C=C2)Cl)C3=CC=CC=N3)Cl. Drug 2: C1=NC2=C(N=C(N=C2N1C3C(C(C(O3)CO)O)O)F)N. Cell line: NCI-H322M. Synergy scores: CSS=0.233, Synergy_ZIP=1.41, Synergy_Bliss=1.87, Synergy_Loewe=-0.546, Synergy_HSA=-1.12. (3) Synergy scores: CSS=36.6, Synergy_ZIP=-0.0795, Synergy_Bliss=9.83, Synergy_Loewe=1.10, Synergy_HSA=6.71. Drug 1: C1=CN(C(=O)N=C1N)C2C(C(C(O2)CO)O)O.Cl. Drug 2: C1=CC=C(C=C1)NC(=O)CCCCCCC(=O)NO. Cell line: SK-MEL-5.